This data is from Catalyst prediction with 721,799 reactions and 888 catalyst types from USPTO. The task is: Predict which catalyst facilitates the given reaction. (1) Reactant: [CH2:1]([NH:8][CH:9]1[CH2:14][CH2:13][NH:12][CH2:11][C:10]1([F:16])[F:15])[C:2]1[CH:7]=[CH:6][CH:5]=[CH:4][CH:3]=1.FC(F)(F)S(O[C:23]1[CH:24]=[CH:25][CH:26]=[C:27]2[C:32]=1[N:31]=[C:30]([C:33]1[N:37]3[CH:38]=[CH:39][C:40]([O:42][CH2:43][CH2:44][O:45][CH3:46])=[CH:41][C:36]3=[N:35][CH:34]=1)[CH:29]=[CH:28]2)(=O)=O.C([O-])([O-])=O.[Cs+].[Cs+].C1C=CC(P(C2C(C3C(P(C4C=CC=CC=4)C4C=CC=CC=4)=CC=C4C=3C=CC=C4)=C3C(C=CC=C3)=CC=2)C2C=CC=CC=2)=CC=1. Product: [CH2:1]([NH:8][CH:9]1[CH2:14][CH2:13][N:12]([C:23]2[CH:24]=[CH:25][CH:26]=[C:27]3[C:32]=2[N:31]=[C:30]([C:33]2[N:37]4[CH:38]=[CH:39][C:40]([O:42][CH2:43][CH2:44][O:45][CH3:46])=[CH:41][C:36]4=[N:35][CH:34]=2)[CH:29]=[CH:28]3)[CH2:11][C:10]1([F:16])[F:15])[C:2]1[CH:3]=[CH:4][CH:5]=[CH:6][CH:7]=1. The catalyst class is: 187. (2) Product: [NH2:20][CH2:19][CH2:18][O:17][CH2:16][CH2:15][N:14]1[C:10]2[C:9]3[CH:8]=[CH:7][CH:6]=[CH:5][C:4]=3[N:3]=[C:2]([NH2:1])[C:11]=2[N:12]=[C:13]1[CH2:31][CH2:32][O:33][CH3:34]. The catalyst class is: 14. Reactant: [NH2:1][C:2]1[C:11]2[N:12]=[C:13]([CH2:31][CH2:32][O:33][CH3:34])[N:14]([CH2:15][CH2:16][O:17][CH2:18][CH2:19][N:20]3C(=O)C4C(=CC=CC=4)C3=O)[C:10]=2[C:9]2[CH:8]=[CH:7][CH:6]=[CH:5][C:4]=2[N:3]=1.O.NN. (3) The catalyst class is: 35. Product: [F:14][C:12]1([F:13])[C:10]2([CH2:15][C@@H:16]([C:17](=[O:19])[NH:69][CH2:68][C:64]3[CH:63]=[C:62]([C:59]4[CH:60]=[N:61][C:56]([C:55]([F:71])([F:70])[F:54])=[CH:57][CH:58]=4)[N:67]=[CH:66][N:65]=3)[N:8]([C:6]([O:5][C:1]([CH3:3])([CH3:4])[CH3:2])=[O:7])[CH2:9]2)[CH2:11]1. Reactant: [C:1]([O:5][C:6]([N:8]1[C@H:16]([C:17]([OH:19])=O)[CH2:15][C:10]2([C:12]([F:14])([F:13])[CH2:11]2)[CH2:9]1)=[O:7])([CH3:4])([CH3:3])[CH3:2].CN(C(ON1N=NC2C=CC=NC1=2)=[N+](C)C)C.F[P-](F)(F)(F)(F)F.CCN(C(C)C)C(C)C.Cl.[F:54][C:55]([F:71])([F:70])[C:56]1[N:61]=[CH:60][C:59]([C:62]2[N:67]=[CH:66][N:65]=[C:64]([CH2:68][NH2:69])[CH:63]=2)=[CH:58][CH:57]=1. (4) Reactant: O.[OH-].[Na+].[CH:4]1[CH:9]=[C:8]2[CH:10]=[CH:11][C:12]3[C:17]([C:18](=[O:19])[C:7]2=[CH:6][CH:5]=1)=[CH:16][CH:15]=[CH:14][CH:13]=3.[BH4-].[Na+]. Product: [CH:9]1[C:8]2[CH:10]=[CH:11][C:12]3[CH:13]=[CH:14][CH:15]=[CH:16][C:17]=3[CH:18]([OH:19])[C:7]=2[CH:6]=[CH:5][CH:4]=1. The catalyst class is: 5. (5) The catalyst class is: 36. Product: [F:1][C:2]([F:28])([F:29])[C:3]1[CH:8]=[CH:7][C:6]([C:9]([C:18]2[CH:19]=[CH:20][C:21]([C:24]([F:25])([F:27])[F:26])=[CH:22][CH:23]=2)=[CH:10]/[CH:11]=[CH:12]/[C:13]([OH:15])=[O:14])=[CH:5][CH:4]=1. Reactant: [F:1][C:2]([F:29])([F:28])[C:3]1[CH:8]=[CH:7][C:6]([C:9]([C:18]2[CH:23]=[CH:22][C:21]([C:24]([F:27])([F:26])[F:25])=[CH:20][CH:19]=2)=[CH:10]/[CH:11]=[CH:12]/[C:13]([O:15]CC)=[O:14])=[CH:5][CH:4]=1.[OH-].[Li+]. (6) Reactant: CCCCCC.[OH-].[Na+].[CH2:9]([OH:15])[CH2:10][CH2:11][CH2:12][CH2:13][CH3:14].[Br:16][C:17]([CH2:19]Br)=[CH2:18]. Product: [Br:16][C:17]([CH2:19][O:15][CH2:9][CH2:10][CH2:11][CH2:12][CH2:13][CH3:14])=[CH2:18]. The catalyst class is: 568.